From a dataset of CYP2D6 inhibition data for predicting drug metabolism from PubChem BioAssay. Regression/Classification. Given a drug SMILES string, predict its absorption, distribution, metabolism, or excretion properties. Task type varies by dataset: regression for continuous measurements (e.g., permeability, clearance, half-life) or binary classification for categorical outcomes (e.g., BBB penetration, CYP inhibition). Dataset: cyp2d6_veith. (1) The compound is C/C(=N\NC(=O)c1cccc(Br)c1)c1ccc(Br)cc1. The result is 0 (non-inhibitor). (2) The compound is CCOc1ccccc1N1CN(CC)CNC1=S. The result is 0 (non-inhibitor).